This data is from Reaction yield outcomes from USPTO patents with 853,638 reactions. The task is: Predict the reaction yield, written as a fraction of the theoretical maximum amount of product (1.0 means a 100% yield; for example, 0.34 means a 34% yield). (1) The reactants are C[Si]([C:5]#[N:6])(C)C.[NH2:7][C:8]1[CH:17]=[CH:16][C:15]2[C:10](=[CH:11][CH:12]=[CH:13][CH:14]=2)[CH:9]=1.[C:18]1(=O)[CH2:21][CH2:20][CH2:19]1. The catalyst is ClCCl. The product is [CH:9]1[C:10]2[C:15](=[CH:14][CH:13]=[CH:12][CH:11]=2)[CH:16]=[CH:17][C:8]=1[NH:7][C:18]1([C:5]#[N:6])[CH2:21][CH2:20][CH2:19]1. The yield is 0.940. (2) The reactants are [CH2:1](Br)[C:2]#[CH:3].[O:5]=[CH:6][C:7]1[CH:15]=[CH:14][C:12]([OH:13])=[C:9]([O:10][CH3:11])[CH:8]=1.C(=O)([O-])[O-].[K+].[K+]. The catalyst is CC#N. The product is [CH3:11][O:10][C:9]1[CH:8]=[C:7]([CH:15]=[CH:14][C:12]=1[O:13][CH2:3][C:2]#[CH:1])[CH:6]=[O:5]. The yield is 0.970. (3) The reactants are Br[C:2]1[C:3]([CH3:11])=[N:4][C:5]([N+:8]([O-:10])=[O:9])=[CH:6][CH:7]=1.C([O-])([O-])=O.[K+].[K+].[Cl:18][C:19]1[CH:24]=[C:23]([OH:25])[CH:22]=[CH:21][N:20]=1.O. The catalyst is CN(C=O)C.CCOC(C)=O. The product is [Cl:18][C:19]1[CH:24]=[C:23]([O:25][C:2]2[C:3]([CH3:11])=[N:4][C:5]([N+:8]([O-:10])=[O:9])=[CH:6][CH:7]=2)[CH:22]=[CH:21][N:20]=1. The yield is 0.550. (4) The reactants are [N+:1]([C:4]1[CH:5]=[C:6]([C:13]([N:15]2[CH2:20][CH2:19][O:18][CH2:17][CH2:16]2)=O)[CH:7]=[CH:8][C:9]=1[N+:10]([O-])=O)([O-])=O. The catalyst is C(O)C. The product is [N:15]1([C:13]2[C:8]([CH3:7])=[C:9]([NH2:10])[C:4]([NH2:1])=[CH:5][CH:6]=2)[CH2:16][CH2:17][O:18][CH2:19][CH2:20]1. The yield is 0.986. (5) The reactants are [Br:1][C:2]1[CH:6]=[N:5][N:4]([CH:7]([CH3:9])[CH3:8])[C:3]=1[C:10]1[CH:11]=[C:12]([NH2:18])[CH:13]=[CH:14][C:15]=1[O:16][CH3:17].[Cl:19][C:20]1[CH:25]=[CH:24][C:23]([N:26]=[C:27]=[O:28])=[CH:22][CH:21]=1. The catalyst is C(Cl)Cl. The product is [Br:1][C:2]1[CH:6]=[N:5][N:4]([CH:7]([CH3:9])[CH3:8])[C:3]=1[C:10]1[CH:11]=[C:12]([NH:18][C:27]([NH:26][C:23]2[CH:24]=[CH:25][C:20]([Cl:19])=[CH:21][CH:22]=2)=[O:28])[CH:13]=[CH:14][C:15]=1[O:16][CH3:17]. The yield is 0.420. (6) The reactants are [F:1][C:2]1[CH:7]=[CH:6][CH:5]=[CH:4][C:3]=1[OH:8].CC1C=CC(S(O[CH2:20][CH2:21][CH2:22][NH:23][C:24]2[C:25](=[O:41])[N:26]([C:37]([CH3:40])([CH3:39])[CH3:38])[S:27](=[O:36])(=[O:35])[C:28]=2[C:29]2[CH:34]=[CH:33][CH:32]=[CH:31][CH:30]=2)(=O)=O)=CC=1. No catalyst specified. The product is [C:37]([N:26]1[C:25](=[O:41])[C:24]([NH:23][CH2:22][CH2:21][CH2:20][O:8][C:3]2[CH:4]=[CH:5][CH:6]=[CH:7][C:2]=2[F:1])=[C:28]([C:29]2[CH:30]=[CH:31][CH:32]=[CH:33][CH:34]=2)[S:27]1(=[O:35])=[O:36])([CH3:38])([CH3:39])[CH3:40]. The yield is 0.620. (7) The product is [CH3:22][C:13]([NH:12][CH2:11][CH:10]([C:5]1[C:4]([O:24][CH3:25])=[C:3]([OH:2])[C:8]([OH:9])=[CH:7][CH:6]=1)[OH:23])([CH3:21])[CH2:14][C:15]1[CH:16]=[CH:17][CH:18]=[CH:19][CH:20]=1. The reactants are Cl.[OH:2][C:3]1[C:4]([O:24][CH3:25])=[C:5]([C:10](=[O:23])[CH2:11][NH:12][C:13]([CH3:22])([CH3:21])[CH2:14][C:15]2[CH:20]=[CH:19][CH:18]=[CH:17][CH:16]=2)[CH:6]=[CH:7][C:8]=1[OH:9]. The yield is 0.645. The catalyst is CO.[Pt](=O)=O.